This data is from Catalyst prediction with 721,799 reactions and 888 catalyst types from USPTO. The task is: Predict which catalyst facilitates the given reaction. (1) Reactant: Cl.[CH3:2][O:3][C:4]1[C:14]([O:15][CH3:16])=[CH:13][C:7]2[CH2:8][CH2:9][NH:10][CH2:11][CH2:12][C:6]=2[CH:5]=1.C(N(CC)CC)C.[C:24](Cl)(=[O:27])[CH:25]=[CH2:26]. Product: [C:24]([N:10]1[CH2:11][CH2:12][C:6]2[CH:5]=[C:4]([O:3][CH3:2])[C:14]([O:15][CH3:16])=[CH:13][C:7]=2[CH2:8][CH2:9]1)(=[O:27])[CH:25]=[CH2:26]. The catalyst class is: 4. (2) Reactant: [N:1]1([C:8]2[CH:13]=[CH:12][C:11]([N:14]3[CH2:23][CH2:22][C:21]4[C:16](=[CH:17][CH:18]=[C:19]([OH:24])[CH:20]=4)[C:15]3=[O:25])=[CH:10][C:9]=2[O:26][CH3:27])[CH2:7][CH2:6][CH2:5][NH:4][CH2:3][CH2:2]1.[CH3:28][C:29]1([O:32][CH2:31]1)[CH3:30]. Product: [OH:24][C:19]1[CH:20]=[C:21]2[C:16](=[CH:17][CH:18]=1)[C:15](=[O:25])[N:14]([C:11]1[CH:12]=[CH:13][C:8]([N:1]3[CH2:7][CH2:6][CH2:5][N:4]([CH2:28][C:29]([OH:32])([CH3:31])[CH3:30])[CH2:3][CH2:2]3)=[C:9]([O:26][CH3:27])[CH:10]=1)[CH2:23][CH2:22]2. The catalyst class is: 37.